Dataset: Full USPTO retrosynthesis dataset with 1.9M reactions from patents (1976-2016). Task: Predict the reactants needed to synthesize the given product. (1) The reactants are: [C:1]([NH2:5])([CH3:4])([CH3:3])[CH3:2].[Cl:6][C:7]1[S:8][C:9]([S:12](Cl)(=[O:14])=[O:13])=[CH:10][N:11]=1. Given the product [C:1]([NH:5][S:12]([C:9]1[S:8][C:7]([Cl:6])=[N:11][CH:10]=1)(=[O:14])=[O:13])([CH3:4])([CH3:3])[CH3:2], predict the reactants needed to synthesize it. (2) Given the product [CH3:23][O:24][C:25]1[CH:26]=[CH:27][C:28]([CH2:31][CH2:35][C:36]([NH:20][C:15]2[C:16]([CH3:19])=[C:17]([CH3:18])[C:4]3[O:3][C:2]([CH3:22])([CH3:1])[C@H:6]([C:7]4[CH:8]=[CH:9][C:10]([CH3:13])=[CH:11][CH:12]=4)[C:5]=3[C:14]=2[CH3:21])=[O:38])=[CH:29][CH:30]=1, predict the reactants needed to synthesize it. The reactants are: [CH3:1][C:2]1([CH3:22])[C@H:6]([C:7]2[CH:12]=[CH:11][C:10]([CH3:13])=[CH:9][CH:8]=2)[C:5]2[C:14]([CH3:21])=[C:15]([NH2:20])[C:16]([CH3:19])=[C:17]([CH3:18])[C:4]=2[O:3]1.[CH3:23][O:24][C:25]1[CH:30]=[CH:29][C:28]([CH:31]([CH3:35])C(O)=O)=[CH:27][CH:26]=1.[C:36](OCC)(=[O:38])C.CCCCCC. (3) Given the product [CH3:22][N:23]([CH3:27])[CH2:24][CH2:25][NH:26][C:19]([C:10]1[C:9]2[C:14](=[N:15][C:16]3[C:7]([N:8]=2)=[C:6]2[CH:1]=[CH:2][CH:3]=[N:4][C:5]2=[CH:18][CH:17]=3)[CH:13]=[CH:12][CH:11]=1)=[O:20], predict the reactants needed to synthesize it. The reactants are: [CH:1]1[C:6]2=[C:7]3[C:16](=[CH:17][CH:18]=[C:5]2[N:4]=[CH:3][CH:2]=1)[N:15]=[C:14]1[C:9]([C:10]([C:19](O)=[O:20])=[CH:11][CH:12]=[CH:13]1)=[N:8]3.[CH3:22][N:23]([CH3:27])[CH2:24][CH2:25][NH2:26]. (4) Given the product [C:23]([NH:22][C:20]1[CH:19]=[C:18]([C:27]2[CH:28]=[CH:29][CH:30]=[CH:31][CH:32]=2)[N:17]=[C:16]([NH:15][C:12]2[CH:11]=[CH:10][C:9]([C:5]3([C:3]([OH:4])=[O:2])[CH2:8][CH2:7][CH2:6]3)=[CH:14][CH:13]=2)[N:21]=1)([CH3:26])([CH3:24])[CH3:25], predict the reactants needed to synthesize it. The reactants are: C[O:2][C:3]([C:5]1([C:9]2[CH:14]=[CH:13][C:12]([NH:15][C:16]3[N:21]=[C:20]([NH:22][C:23]([CH3:26])([CH3:25])[CH3:24])[CH:19]=[C:18]([C:27]4[CH:32]=[CH:31][CH:30]=[CH:29][CH:28]=4)[N:17]=3)=[CH:11][CH:10]=2)[CH2:8][CH2:7][CH2:6]1)=[O:4].[OH-].[Na+]. (5) Given the product [F:19][C:13]1[CH:14]=[C:15]([I:18])[CH:16]=[CH:17][C:12]=1[NH:11][C:7]1[CH:8]=[N:9][CH:10]=[C:2]([O:31][CH2:30][CH2:29][CH:28]=[C:27]([CH3:32])[CH3:26])[C:3]=1[C:4]([NH2:6])=[O:5], predict the reactants needed to synthesize it. The reactants are: F[C:2]1[CH:10]=[N:9][CH:8]=[C:7]([NH:11][C:12]2[CH:17]=[CH:16][C:15]([I:18])=[CH:14][C:13]=2[F:19])[C:3]=1[C:4]([NH2:6])=[O:5].C(=O)([O-])[O-].[Cs+].[Cs+].[CH3:26][C:27]([CH3:32])=[CH:28][CH2:29][CH2:30][OH:31]. (6) Given the product [O:9]1[C:10]2([CH2:15][CH2:14][CH:13]([C:16]3[S:17][C:18]([C:21]([OH:23])=[O:22])=[CH:19][N:20]=3)[CH2:12][CH2:11]2)[O:6][CH2:7][CH2:8]1, predict the reactants needed to synthesize it. The reactants are: [Li]CCCC.[O:6]1[C:10]2([CH2:15][CH2:14][CH:13]([C:16]3[S:17][CH:18]=[CH:19][N:20]=3)[CH2:12][CH2:11]2)[O:9][CH2:8][CH2:7]1.[C:21](=[O:23])=[O:22]. (7) Given the product [CH3:3][O:4][C:5](=[O:43])[CH2:6][C:7]1[CH:8]=[C:9]([C:16]2[CH:21]=[CH:20][C:19]([C:22]([CH2:23][CH3:24])([C:25]3[CH:30]=[CH:29][C:28]([CH:31]=[CH:32][C:33]([CH2:37][CH3:38])([OH:36])[CH2:34][CH3:35])=[C:27]([CH3:39])[CH:26]=3)[CH2:40][CH3:41])=[CH:18][C:17]=2[CH3:42])[C:10]([OH:15])=[C:11]([O:13][CH3:14])[CH:12]=1, predict the reactants needed to synthesize it. The reactants are: [OH-].[Na+].[CH3:3][O:4][C:5](=[O:43])[CH2:6][C:7]1[CH:8]=[C:9]([C:16]2[CH:21]=[CH:20][C:19]([C:22]([CH2:40][CH3:41])([C:25]3[CH:30]=[CH:29][C:28](/[CH:31]=[CH:32]/[C:33]([CH2:37][CH3:38])([OH:36])[CH2:34][CH3:35])=[C:27]([CH3:39])[CH:26]=3)[CH2:23][CH3:24])=[CH:18][C:17]=2[CH3:42])[C:10]([OH:15])=[C:11]([O:13][CH3:14])[CH:12]=1.[Cl-].[NH4+].